Dataset: Forward reaction prediction with 1.9M reactions from USPTO patents (1976-2016). Task: Predict the product of the given reaction. (1) Given the reactants [CH3:1][S:2](Cl)(=[O:4])=[O:3].[S:6]1[C:10]2[CH:11]=[C:12]([NH2:15])[CH:13]=[CH:14][C:9]=2[N:8]=[CH:7]1, predict the reaction product. The product is: [S:6]1[C:10]2[CH:11]=[C:12]([NH:15][S:2]([CH3:1])(=[O:4])=[O:3])[CH:13]=[CH:14][C:9]=2[N:8]=[CH:7]1. (2) Given the reactants [Cl:1][C:2]1[N:7]=[C:6]([C:8]([O:10][CH3:11])=[O:9])[CH:5]=[C:4](Cl)[N:3]=1.[CH3:13][C@H:14]1[CH2:19][O:18][CH2:17][CH2:16][NH:15]1, predict the reaction product. The product is: [Cl:1][C:2]1[N:7]=[C:6]([C:8]([O:10][CH3:11])=[O:9])[CH:5]=[C:4]([N:15]2[CH2:16][CH2:17][O:18][CH2:19][C@@H:14]2[CH3:13])[N:3]=1. (3) Given the reactants [CH3:1][O:2][C:3](=[O:25])[CH2:4][C:5]1[CH:6]=[C:7]([C:13]2[CH:18]=[C:17]([O:19][CH3:20])[CH:16]=[CH:15][C:14]=2[CH2:21][NH:22][CH2:23][CH3:24])[C:8]([O:11][CH3:12])=[CH:9][CH:10]=1.Cl[C:27]([O:29][CH2:30][C:31]1[CH:36]=[CH:35][C:34]([F:37])=[CH:33][CH:32]=1)=[O:28], predict the reaction product. The product is: [CH3:1][O:2][C:3](=[O:25])[CH2:4][C:5]1[CH:6]=[C:7]([C:13]2[CH:18]=[C:17]([O:19][CH3:20])[CH:16]=[CH:15][C:14]=2[CH2:21][N:22]([CH2:23][CH3:24])[C:27]([O:29][CH2:30][C:31]2[CH:36]=[CH:35][C:34]([F:37])=[CH:33][CH:32]=2)=[O:28])[C:8]([O:11][CH3:12])=[CH:9][CH:10]=1. (4) Given the reactants Cl[C:2]1[C:7](=[O:8])[N:6]([CH3:9])[CH:5]=[C:4]2[CH2:10][N:11]([CH2:14][CH2:15][C:16]3[CH:25]=[CH:24][C:23]4[C:18](=[CH:19][CH:20]=[CH:21][CH:22]=4)[N:17]=3)[C:12](=[O:13])[C:3]=12.[NH:26]1[CH:30]=[C:29](B(O)O)[CH:28]=[N:27]1, predict the reaction product. The product is: [CH3:9][N:6]1[C:7](=[O:8])[C:2]([C:29]2[CH:30]=[N:26][NH:27][CH:28]=2)=[C:3]2[C:12](=[O:13])[N:11]([CH2:14][CH2:15][C:16]3[CH:25]=[CH:24][C:23]4[C:18](=[CH:19][CH:20]=[CH:21][CH:22]=4)[N:17]=3)[CH2:10][C:4]2=[CH:5]1. (5) Given the reactants [OH:1][CH:2]([CH2:16][NH:17][CH:18]([CH3:20])[CH3:19])[CH2:3][O:4][C:5]1[CH:10]=[CH:9][C:8]([CH2:11][C:12]([O:14]C)=[O:13])=[CH:7][CH:6]=1.[ClH:21], predict the reaction product. The product is: [ClH:21].[OH:1][CH:2]([CH2:16][NH:17][CH:18]([CH3:20])[CH3:19])[CH2:3][O:4][C:5]1[CH:6]=[CH:7][C:8]([CH2:11][C:12]([OH:14])=[O:13])=[CH:9][CH:10]=1.